Dataset: Forward reaction prediction with 1.9M reactions from USPTO patents (1976-2016). Task: Predict the product of the given reaction. (1) Given the reactants [CH3:1][N:2]1[C:6]([NH2:7])=[CH:5][C:4]([CH3:8])=[N:3]1.[Cl:9][C:10]1[CH:17]=[CH:16][C:13]([CH:14]=O)=[C:12]([CH3:18])[CH:11]=1.CC1C=CC(S(O)(=O)=O)=CC=1.[SH:30][CH:31]([C:38](=O)[CH3:39])[CH2:32][C:33]([O:35][CH2:36][CH3:37])=[O:34].C([O-])(O)=O.[Na+], predict the reaction product. The product is: [Cl:9][C:10]1[CH:17]=[CH:16][C:13]([CH:14]2[S:30][CH:31]([CH2:32][C:33]([O:35][CH2:36][CH3:37])=[O:34])[C:38]([CH3:39])=[N:7][C:6]3[N:2]([CH3:1])[N:3]=[C:4]([CH3:8])[C:5]2=3)=[C:12]([CH3:18])[CH:11]=1. (2) Given the reactants [F:1][C:2]([F:23])([F:22])[C:3]1[CH:17]=[C:16]([C:18]([F:21])([F:20])[F:19])[CH:15]=[CH:14][C:4]=1[CH2:5][N:6]1[CH2:11][CH2:10][CH:9]([CH:12]=O)[CH2:8][CH2:7]1.[OH:24][CH2:25][C:26]([CH3:36])([CH3:35])[CH2:27][NH:28][C:29]1[CH2:33][S:32][C:31](=[O:34])[N:30]=1.C([O-])(=O)C.[NH2+]1CCCCC1, predict the reaction product. The product is: [F:23][C:2]([F:1])([F:22])[C:3]1[CH:17]=[C:16]([C:18]([F:21])([F:20])[F:19])[CH:15]=[CH:14][C:4]=1[CH2:5][N:6]1[CH2:11][CH2:10][CH:9](/[CH:12]=[C:33]2/[C:29]([NH:28][CH2:27][C:26]([CH3:36])([CH3:35])[CH2:25][OH:24])=[N:30][C:31](=[O:34])[S:32]/2)[CH2:8][CH2:7]1. (3) Given the reactants Cl.[CH:2]1([NH:8][C:9]2[C:14]([CH3:15])=[C:13]([CH3:16])[N:12]=[C:11]([NH:17][CH2:18][C:19]3[CH:24]=[CH:23][CH:22]=[CH:21]N=3)[N:10]=2)[CH2:7][CH2:6][CH2:5][CH2:4][CH2:3]1.[CH2:25](N)C1C=CC=CC=1, predict the reaction product. The product is: [CH2:18]([NH:17][C:11]1[N:10]=[C:9]([NH:8][CH:2]2[CH2:3][CH2:4][CH2:5][CH2:6][CH2:7]2)[C:14]([CH3:15])=[C:13]([CH3:16])[N:12]=1)[C:19]1[CH:24]=[CH:23][CH:22]=[CH:21][CH:25]=1. (4) Given the reactants C1(C)C=CC(S(O)(=O)=O)=CC=1.[CH3:12][O:13][C:14](=[O:24])[C:15]1[CH:20]=[CH:19][C:18]([O:21][CH3:22])=[C:17]([NH2:23])[CH:16]=1.[N+:25]([C:28]1[CH:35]=[CH:34][C:31]([C:32]#[N:33])=[CH:30][CH:29]=1)([O-:27])=[O:26].C([O-])(O)=O.[Na+], predict the reaction product. The product is: [CH3:12][O:13][C:14](=[O:24])[C:15]1[CH:20]=[CH:19][C:18]([O:21][CH3:22])=[C:17]([NH:23][C:32](=[NH:33])[C:31]2[CH:30]=[CH:29][C:28]([N+:25]([O-:27])=[O:26])=[CH:35][CH:34]=2)[CH:16]=1. (5) Given the reactants [I-].C[P+](C1C=CC=CC=1)(C1C=CC=CC=1)C1C=CC=CC=1.C[Si](C)(C)[N-][Si](C)(C)C.[K+].COC1C=C(OC)C=CC=1C[N:37]([CH2:41][C@@H:42]1[O:46][C:45](=[O:47])[N:44]([C:48]2[CH:57]=[CH:56][C:55]3[C:54](=O)CCC[C:50]=3[CH:49]=2)[CH2:43]1)[C:38](=[O:40])[CH3:39].[Cl-].[NH4+].[O:67]1[CH2:71][CH2:70][CH2:69][CH2:68]1, predict the reaction product. The product is: [O:47]=[C:45]1[N:44]([C:48]2[CH:57]=[CH:56][C:55]3[CH2:54][C:68](=[O:67])[CH2:69][CH2:70][CH2:71][C:50]=3[CH:49]=2)[CH2:43][C@H:42]([CH2:41][NH:37][C:38](=[O:40])[CH3:39])[O:46]1. (6) Given the reactants [F:1][C:2]1[CH:7]=[CH:6][C:5]([C:8]2[O:9][C:10]3[CH:20]=[C:19]([N:21]([CH3:26])[S:22]([CH3:25])(=[O:24])=[O:23])[C:18](B4OC(C)(C)C(C)(C)O4)=[CH:17][C:11]=3[C:12]=2[C:13]([NH:15][CH3:16])=[O:14])=[CH:4][CH:3]=1.Cl[C:37]1[CH:38]=[CH:39][C:40]2[O:52][CH2:51][N:43]3[C:44]4[CH:45]=[CH:46][CH:47]=[CH:48][C:49]=4[CH:50]=[C:42]3[C:41]=2[N:53]=1.[O-]P([O-])([O-])=O.[K+].[K+].[K+].CC(C1C=C(C(C)C)C(C2C=CC=CC=2P(C2CCCCC2)C2CCCCC2)=C(C(C)C)C=1)C, predict the reaction product. The product is: [F:1][C:2]1[CH:3]=[CH:4][C:5]([C:8]2[O:9][C:10]3[CH:20]=[C:19]([N:21]([CH3:26])[S:22]([CH3:25])(=[O:23])=[O:24])[C:18]([C:37]4[CH:38]=[CH:39][C:40]5[O:52][CH2:51][N:43]6[C:44]7[CH:45]=[CH:46][CH:47]=[CH:48][C:49]=7[CH:50]=[C:42]6[C:41]=5[N:53]=4)=[CH:17][C:11]=3[C:12]=2[C:13]([NH:15][CH3:16])=[O:14])=[CH:6][CH:7]=1.